From a dataset of Full USPTO retrosynthesis dataset with 1.9M reactions from patents (1976-2016). Predict the reactants needed to synthesize the given product. (1) Given the product [Cl:1][C:2]1[CH:3]=[CH:4][C:5]([O:8][C:9]2[CH:14]=[CH:13][C:12]([C:15]([OH:16])([CH2:18][CH2:19][C:20]3[CH:25]=[CH:24][C:23]([F:26])=[CH:22][C:21]=3[F:27])[CH2:17][N:35]3[CH:39]=[N:38][N:37]=[N:36]3)=[N:11][CH:10]=2)=[N:6][CH:7]=1, predict the reactants needed to synthesize it. The reactants are: [Cl:1][C:2]1[CH:3]=[CH:4][C:5]([O:8][C:9]2[CH:10]=[N:11][C:12]([C:15]3([CH2:18][CH2:19][C:20]4[CH:25]=[CH:24][C:23]([F:26])=[CH:22][C:21]=4[F:27])[CH2:17][O:16]3)=[CH:13][CH:14]=2)=[N:6][CH:7]=1.C(NC(C)C)(C)C.[NH:35]1[CH:39]=[N:38][N:37]=[N:36]1. (2) The reactants are: [CH2:1]([C:3]1[C:10]([C:11]2[CH:12]=[N:13][C:14]([C:17]3[CH:22]=[CH:21][C:20]([O:23][CH:24]([CH3:26])[CH3:25])=[C:19]([C:27]([F:30])([F:29])[F:28])[CH:18]=3)=[N:15][CH:16]=2)=[CH:9][CH:8]=[CH:7][C:4]=1[CH:5]=O)[CH3:2].[CH2:31]([NH:33][CH2:34][C:35]([OH:37])=[O:36])[CH3:32].C(O)(=O)C. Given the product [CH2:31]([N:33]([CH2:5][C:4]1[CH:7]=[CH:8][CH:9]=[C:10]([C:11]2[CH:16]=[N:15][C:14]([C:17]3[CH:22]=[CH:21][C:20]([O:23][CH:24]([CH3:26])[CH3:25])=[C:19]([C:27]([F:30])([F:28])[F:29])[CH:18]=3)=[N:13][CH:12]=2)[C:3]=1[CH2:1][CH3:2])[CH2:34][C:35]([OH:37])=[O:36])[CH3:32], predict the reactants needed to synthesize it. (3) Given the product [C:3]([C:2](=[CH:12][C:11]1[CH:14]=[CH:15][CH:16]=[C:9]([Cl:8])[CH:10]=1)[C:1]([NH2:7])=[O:6])(=[O:4])[CH3:5], predict the reactants needed to synthesize it. The reactants are: [C:1]([NH2:7])(=[O:6])[CH2:2][C:3]([CH3:5])=[O:4].[Cl:8][C:9]1[CH:10]=[C:11]([CH:14]=[CH:15][CH:16]=1)[CH:12]=O.N1CCCCC1.C1(C)C=CC(S(O)(=O)=O)=CC=1. (4) Given the product [CH3:18][N:13]1[C:14]([CH3:17])([CH3:16])[CH2:15][CH:10]([NH:9][C:7]2[C:6]([F:21])=[CH:5][N:4]=[C:3]([NH:22][C:23]3[CH:24]=[C:25]([N:30]4[C:34](=[O:35])[N:33]([CH3:36])[N:32]=[N:31]4)[CH:26]=[C:27]([F:29])[CH:28]=3)[N:8]=2)[CH2:11][C:12]1([CH3:20])[CH3:19], predict the reactants needed to synthesize it. The reactants are: Cl.Cl[C:3]1[N:8]=[C:7]([NH:9][CH:10]2[CH2:15][C:14]([CH3:17])([CH3:16])[N:13]([CH3:18])[C:12]([CH3:20])([CH3:19])[CH2:11]2)[C:6]([F:21])=[CH:5][N:4]=1.[NH2:22][C:23]1[CH:24]=[C:25]([N:30]2[C:34](=[O:35])[N:33]([CH3:36])[N:32]=[N:31]2)[CH:26]=[C:27]([F:29])[CH:28]=1.C(O)(C(F)(F)F)=O. (5) Given the product [CH2:28]([C:3]([F:30])([CH2:1][CH3:2])[CH2:4][N:5]1[CH2:6][CH2:7][CH:8]([CH2:11][O:12][C:13]2[CH:14]=[CH:15][C:16]([C:19]3[CH:20]=[CH:21][C:22]([C:23]([N:54]4[CH2:58][CH2:57][CH2:56][C@H:55]4[C:59]([NH2:61])=[O:60])=[O:25])=[CH:26][CH:27]=3)=[N:17][CH:18]=2)[CH2:9][CH2:10]1)[CH3:29], predict the reactants needed to synthesize it. The reactants are: [CH2:1]([C:3]([F:30])([CH2:28][CH3:29])[CH2:4][N:5]1[CH2:10][CH2:9][CH:8]([CH2:11][O:12][C:13]2[CH:14]=[CH:15][C:16]([C:19]3[CH:27]=[CH:26][C:22]([C:23]([OH:25])=O)=[CH:21][CH:20]=3)=[N:17][CH:18]=2)[CH2:7][CH2:6]1)[CH3:2].C(Cl)CCl.C1C=CC2N(O)N=NC=2C=1.CCN(C(C)C)C(C)C.[NH:54]1[CH2:58][CH2:57][CH2:56][C@H:55]1[C:59]([NH2:61])=[O:60]. (6) Given the product [CH:7]1([O:12][C:13]2[CH:14]=[C:15]([C:21]3[CH:22]=[N:23][C:24]([N:27]4[C:31]5[CH:32]=[CH:33][CH:34]=[CH:35][C:30]=5[N:29]([C:5]([NH:4][CH:1]([CH3:3])[CH3:2])=[O:6])[C:28]4=[O:36])=[N:25][CH:26]=3)[CH:16]=[CH:17][C:18]=2[O:19][CH3:20])[CH2:11][CH2:10][CH2:9][CH2:8]1, predict the reactants needed to synthesize it. The reactants are: [CH:1]([N:4]=[C:5]=[O:6])([CH3:3])[CH3:2].[CH:7]1([O:12][C:13]2[CH:14]=[C:15]([C:21]3[CH:22]=[N:23][C:24]([N:27]4[C:31]5[CH:32]=[CH:33][CH:34]=[CH:35][C:30]=5[NH:29][C:28]4=[O:36])=[N:25][CH:26]=3)[CH:16]=[CH:17][C:18]=2[O:19][CH3:20])[CH2:11][CH2:10][CH2:9][CH2:8]1. (7) Given the product [CH2:20]([O:19][C:17](=[O:18])[CH2:16][CH2:15][CH2:14][O:13][C:12]1[CH:22]=[CH:23][C:9]([NH:8][C:6]2[C:5]([N+:24]([O-:26])=[O:25])=[CH:4][N:3]=[C:2]([NH:27][C:28]3[CH:29]=[CH:30][C:31]([CH2:34][CH2:35][CH2:36][NH:37][C:38]([O:39][C:40]([CH3:43])([CH3:42])[CH3:41])=[O:44])=[CH:32][CH:33]=3)[N:7]=2)=[CH:10][CH:11]=1)[CH3:21], predict the reactants needed to synthesize it. The reactants are: Cl[C:2]1[N:7]=[C:6]([NH:8][C:9]2[CH:23]=[CH:22][C:12]([O:13][CH2:14][CH2:15][CH2:16][C:17]([O:19][CH2:20][CH3:21])=[O:18])=[CH:11][CH:10]=2)[C:5]([N+:24]([O-:26])=[O:25])=[CH:4][N:3]=1.[NH2:27][C:28]1[CH:33]=[CH:32][C:31]([CH2:34][CH2:35][CH2:36][NH:37][C:38](=[O:44])[O:39][C:40]([CH3:43])([CH3:42])[CH3:41])=[CH:30][CH:29]=1.CCN(C(C)C)C(C)C. (8) Given the product [CH3:12][N:13]1[CH2:18][CH2:17][N:16]([CH2:1][C:3]2[N:8]=[C:7]([C:9]([OH:11])=[O:10])[CH:6]=[CH:5][CH:4]=2)[CH2:15][CH2:14]1, predict the reactants needed to synthesize it. The reactants are: [CH:1]([C:3]1[N:8]=[C:7]([C:9]([OH:11])=[O:10])[CH:6]=[CH:5][CH:4]=1)=O.[CH3:12][N:13]1[CH2:18][CH2:17][NH:16][CH2:15][CH2:14]1.C(O)(=O)C.C(O[BH-](OC(=O)C)OC(=O)C)(=O)C.[Na+]. (9) The reactants are: [OH:1][C:2]1[CH:7]=[CH:6][C:5]([C:8](=[O:16])[CH2:9][C:10](=[O:15])[CH2:11][CH2:12][CH2:13][CH3:14])=[CH:4][CH:3]=1.[N+:17]([C:20]1[CH:25]=[CH:24][C:23](ON)=[CH:22][CH:21]=1)([O-:19])=[O:18].O. Given the product [CH2:11]([C:10]1[O:15][C:23]2[CH:24]=[CH:25][C:20]([N+:17]([O-:19])=[O:18])=[CH:21][C:22]=2[C:9]=1[C:8](=[O:16])[C:5]1[CH:4]=[CH:3][C:2]([OH:1])=[CH:7][CH:6]=1)[CH2:12][CH2:13][CH3:14], predict the reactants needed to synthesize it. (10) Given the product [NH2:20][C@@H:21]1[CH2:32][CH2:33][CH:34]([C:2]2[CH:7]=[CH:6][CH:5]=[C:4]([Cl:8])[C:3]=2[Cl:9])[CH2:35][NH:36][C:22]1=[O:23], predict the reactants needed to synthesize it. The reactants are: Br[C:2]1[CH:7]=[CH:6][CH:5]=[C:4]([Cl:8])[C:3]=1[Cl:9].[Mg].II.C(OC([N:20](C(OC(C)(C)C)=O)[C@H:21]([CH2:32][CH2:33]/[CH:34]=[CH:35]/[N+:36]([O-])=O)[C:22](OCC1C=CC=CC=1)=[O:23])=O)(C)(C)C.